From a dataset of Reaction yield outcomes from USPTO patents with 853,638 reactions. Predict the reaction yield, written as a fraction of the theoretical maximum amount of product (1.0 means a 100% yield; for example, 0.34 means a 34% yield). (1) The reactants are [OH:1][CH2:2][C:3]([OH:5])=O.C1C=CC2N(O)N=NC=2C=1.C(Cl)CCl.CCN(C(C)C)C(C)C.Cl.[NH2:30][C@@H:31]1[C:39]2[C:34](=[C:35]([C:40]3[S:44][C:43]([C:45]4[CH:46]=[CH:47][C:48]([O:53][CH:54]([CH3:56])[CH3:55])=[C:49]([CH:52]=4)[C:50]#[N:51])=[N:42][N:41]=3)[CH:36]=[CH:37][CH:38]=2)[CH2:33][CH2:32]1. The catalyst is CN(C=O)C. The product is [C:50]([C:49]1[CH:52]=[C:45]([C:43]2[S:44][C:40]([C:35]3[CH:36]=[CH:37][CH:38]=[C:39]4[C:34]=3[CH2:33][CH2:32][C@@H:31]4[NH:30][C:3](=[O:5])[CH2:2][OH:1])=[N:41][N:42]=2)[CH:46]=[CH:47][C:48]=1[O:53][CH:54]([CH3:56])[CH3:55])#[N:51]. The yield is 0.500. (2) The catalyst is C(O)(=O)C. The product is [F:1][CH:2]1[CH:6]([CH2:7][OH:8])[O:5][CH:4]([N:28]2[CH:33]=[C:32]([C:34]#[C:35][I:36])[C:31](=[O:37])[NH:30][C:29]2=[O:38])[CH2:3]1. The yield is 0.470. The reactants are [F:1][CH:2]1[CH:6]([CH2:7][O:8]C(C2C=CC=CC=2)(C2C=CC=CC=2)C2C=CC=CC=2)[O:5][CH:4]([N:28]2[CH:33]=[C:32]([C:34]#[C:35][I:36])[C:31](=[O:37])[NH:30][C:29]2=[O:38])[CH2:3]1. (3) The reactants are [N:1]([C:4]1[CH:9]=[CH:8][C:7]([C:10](=O)[CH2:11]Br)=[CH:6][CH:5]=1)=[N+:2]=[N-:3].[C:14]([NH:21][C:22]([NH2:24])=[NH:23])([O:16][C:17]([CH3:20])([CH3:19])[CH3:18])=[O:15]. The catalyst is CN(C=O)C. The product is [C:17]([O:16][C:14]([N:21]1[C:10]([C:7]2[CH:8]=[CH:9][C:4]([N:1]=[N+:2]=[N-:3])=[CH:5][CH:6]=2)=[CH:11][N:23]=[C:22]1[NH2:24])=[O:15])([CH3:20])([CH3:18])[CH3:19]. The yield is 0.580. (4) The reactants are Br[C:2]1[CH:11]=[C:10]2[C:5]([N:6]=[CH:7][CH:8]=[N:9]2)=[C:4]([C:12]([NH:14][CH2:15][C:16]([O:18][CH2:19][CH3:20])=[O:17])=[O:13])[C:3]=1[OH:21].[Br:22][C:23]1[CH:24]=[C:25](B(O)O)[CH:26]=[C:27]([F:29])[CH:28]=1.C(=O)([O-])[O-].[K+].[K+].BrC1C=C(C2C=C(F)C=C(C3C=C4C(N=CC=N4)=C(C(NCC(OCC)=O)=O)C=3O)C=2)C=C(F)C=1. The catalyst is O1CCOCC1.O.C1C=CC([P]([Pd]([P](C2C=CC=CC=2)(C2C=CC=CC=2)C2C=CC=CC=2)([P](C2C=CC=CC=2)(C2C=CC=CC=2)C2C=CC=CC=2)[P](C2C=CC=CC=2)(C2C=CC=CC=2)C2C=CC=CC=2)(C2C=CC=CC=2)C2C=CC=CC=2)=CC=1. The product is [Br:22][C:23]1[CH:24]=[C:25]([C:2]2[CH:11]=[C:10]3[C:5]([N:6]=[CH:7][CH:8]=[N:9]3)=[C:4]([C:12]([NH:14][CH2:15][C:16]([O:18][CH2:19][CH3:20])=[O:17])=[O:13])[C:3]=2[OH:21])[CH:26]=[C:27]([F:29])[CH:28]=1. The yield is 0.780. (5) No catalyst specified. The product is [Cl:22][C:23]1[CH:24]=[CH:25][C:26]([O:33][CH2:2][C:3]([N:5]2[CH2:6][CH:7]3[N:13]([CH2:14][C:15]4[CH:20]=[CH:19][C:18]([F:21])=[CH:17][CH:16]=4)[CH:11]([CH2:10][O:9][CH2:8]3)[CH2:12]2)=[O:4])=[C:27]([NH:29][C:30](=[O:32])[CH3:31])[CH:28]=1. The yield is 0.620. The reactants are Cl[CH2:2][C:3]([N:5]1[CH2:12][CH:11]2[N:13]([CH2:14][C:15]3[CH:20]=[CH:19][C:18]([F:21])=[CH:17][CH:16]=3)[CH:7]([CH2:8][O:9][CH2:10]2)[CH2:6]1)=[O:4].[Cl:22][C:23]1[CH:24]=[CH:25][C:26]([OH:33])=[C:27]([NH:29][C:30](=[O:32])[CH3:31])[CH:28]=1. (6) The reactants are [NH2:1][C@H:2]1[CH2:7][CH2:6][C@H:5]([C:8]([O:10][CH2:11][CH3:12])=[O:9])[CH2:4][CH2:3]1.C(N(CC)CC)C.[CH3:20][Si:21]([CH3:36])([CH3:35])[CH2:22][CH2:23][O:24][C:25](ON1C(=O)CCC1=O)=[O:26]. The catalyst is O1CCOCC1.O. The product is [CH3:20][Si:21]([CH3:36])([CH3:35])[CH2:22][CH2:23][O:24][C:25]([NH:1][C@H:2]1[CH2:3][CH2:4][C@H:5]([C:8]([O:10][CH2:11][CH3:12])=[O:9])[CH2:6][CH2:7]1)=[O:26]. The yield is 0.980. (7) The product is [Cl:1][C:2]1[CH:7]=[CH:6][CH:5]=[C:4]([C:8]([F:11])([F:10])[F:9])[C:3]=1[C:12]([N:14]1[C:22]2[C:17](=[C:18]([F:23])[CH:19]=[CH:20][CH:21]=2)[C:16]([C:33]2[CH2:38][CH2:37][CH:36]([C:39]([O:41][CH2:42][CH3:43])=[O:40])[CH2:35][CH:34]=2)=[N:15]1)=[O:13]. The reactants are [Cl:1][C:2]1[CH:7]=[CH:6][CH:5]=[C:4]([C:8]([F:11])([F:10])[F:9])[C:3]=1[C:12]([N:14]1[C:22]2[C:17](=[C:18]([F:23])[CH:19]=[CH:20][CH:21]=2)[C:16](I)=[N:15]1)=[O:13].CC1(C)C(C)(C)OB([C:33]2[CH2:38][CH2:37][CH:36]([C:39]([O:41][CH2:42][CH3:43])=[O:40])[CH2:35][CH:34]=2)O1.C([O-])([O-])=O.[Na+].[Na+]. The catalyst is C1COCC1.O.C1C=CC(P(C2C=CC=CC=2)[C-]2C=CC=C2)=CC=1.C1C=CC(P(C2C=CC=CC=2)[C-]2C=CC=C2)=CC=1.Cl[Pd]Cl.[Fe+2]. The yield is 0.290.